This data is from Forward reaction prediction with 1.9M reactions from USPTO patents (1976-2016). The task is: Predict the product of the given reaction. (1) Given the reactants [F:1][C:2]1[C:11]2[O:10][CH2:9][CH:8]([NH:12][CH2:13][CH2:14][CH2:15][C:16]3[C:24]4[C:19](=[CH:20][CH:21]=[C:22]([O:25][CH3:26])[CH:23]=4)[NH:18][CH:17]=3)[CH2:7][C:6]=2[C:5]([C:27]([NH2:29])=[O:28])=[CH:4][CH:3]=1.[CH:30](=O)[CH2:31][CH3:32], predict the reaction product. The product is: [F:1][C:2]1[C:11]2[O:10][CH2:9][CH:8]([N:12]([CH2:13][CH2:14][CH2:15][C:16]3[C:24]4[C:19](=[CH:20][CH:21]=[C:22]([O:25][CH3:26])[CH:23]=4)[NH:18][CH:17]=3)[CH2:30][CH2:31][CH3:32])[CH2:7][C:6]=2[C:5]([C:27]([NH2:29])=[O:28])=[CH:4][CH:3]=1. (2) The product is: [CH2:16]([O:10][CH:7]([CH2:8][O:9][CH2:16][CH2:17][CH2:18][CH2:19][CH2:20][CH2:21][CH2:22][CH2:23]/[CH:24]=[CH:25]\[CH2:26]/[CH:27]=[CH:28]\[CH2:29][CH2:30][CH2:31][CH2:32][CH3:33])[CH2:6][N:1]1[CH2:5][CH2:4][CH2:3][CH2:2]1)[CH2:17][CH2:18][CH2:19][CH2:20][CH2:21][CH2:22][CH2:23]/[CH:24]=[CH:25]\[CH2:26]/[CH:27]=[CH:28]\[CH2:29][CH2:30][CH2:31][CH2:32][CH3:33]. Given the reactants [N:1]1([CH2:6][CH:7]([OH:10])[CH2:8][OH:9])[CH2:5][CH2:4][CH2:3][CH2:2]1.CS(O[CH2:16][CH2:17][CH2:18][CH2:19][CH2:20][CH2:21][CH2:22][CH2:23]/[CH:24]=[CH:25]\[CH2:26]/[CH:27]=[CH:28]\[CH2:29][CH2:30][CH2:31][CH2:32][CH3:33])(=O)=O.[H-].[Na+], predict the reaction product.